This data is from Catalyst prediction with 721,799 reactions and 888 catalyst types from USPTO. The task is: Predict which catalyst facilitates the given reaction. (1) Reactant: [CH2:1]([C:8]#[N:9])[C:2]1[CH:7]=[CH:6][CH:5]=[CH:4][CH:3]=1.[NH2:10][OH:11].ON=C(N)C1C=CC=CC=1. Product: [OH:11][N:10]=[C:8]([NH2:9])[CH2:1][C:2]1[CH:7]=[CH:6][CH:5]=[CH:4][CH:3]=1. The catalyst class is: 14. (2) Reactant: [C:1]1([C:15]2[CH:20]=[CH:19][CH:18]=[CH:17][CH:16]=2)[CH:6]=[CH:5][CH:4]=[C:3]([CH:7]([CH2:11][C:12]([CH3:14])=[CH2:13])[C:8]([OH:10])=[O:9])[CH:2]=1. Product: [C:1]1([C:15]2[CH:20]=[CH:19][CH:18]=[CH:17][CH:16]=2)[CH:6]=[CH:5][CH:4]=[C:3]([CH:7]([CH2:11][CH:12]([CH3:14])[CH3:13])[C:8]([OH:10])=[O:9])[CH:2]=1. The catalyst class is: 29. (3) Reactant: [CH2:1]([C:3]1[N:4]([C:28]2[CH:33]=[CH:32][C:31]([OH:34])=[CH:30][CH:29]=2)[C:5](=[O:27])[C:6]([CH2:12][C:13]2[CH:18]=[CH:17][C:16]([C:19]3[C:20]([C:25]#[N:26])=[CH:21][CH:22]=[CH:23][CH:24]=3)=[CH:15][CH:14]=2)=[C:7]([CH2:9][CH2:10][CH3:11])[N:8]=1)[CH3:2].[CH2:35]([O:37][CH2:38][CH:39](O)[CH2:40][O:41][CH2:42][CH3:43])[CH3:36].C1(P(C2C=CC=CC=2)C2C=CC=CC=2)C=CC=CC=1.[N:65]([C:66]([O:68]C(C)C)=[O:67])=[N:65][C:66]([O:68]C(C)C)=[O:67]. Product: [CH2:42]([O:41][CH2:40][CH:39]([CH2:38][O:37][CH2:35][CH3:36])[O:34][C:31]1[CH:32]=[CH:33][C:28]([N:4]2[C:5](=[O:27])[C:6]([CH2:12][C:13]3[CH:18]=[CH:17][C:16]([C:19]4[CH:24]=[CH:23][CH:22]=[CH:21][C:20]=4[C:25]4[NH:65][C:66](=[O:67])[O:68][N:26]=4)=[CH:15][CH:14]=3)=[C:7]([CH2:9][CH2:10][CH3:11])[N:8]=[C:3]2[CH2:1][CH3:2])=[CH:29][CH:30]=1)[CH3:43]. The catalyst class is: 253. (4) Reactant: [O:1]1[CH2:6][CH2:5][CH2:4][CH2:3][CH:2]1[O:7][CH2:8][CH2:9][C:10]1[O:14][N:13]=[C:12]([C:15]([O:17]CC)=[O:16])[CH:11]=1.O.[OH-].[Li+]. Product: [O:1]1[CH2:6][CH2:5][CH2:4][CH2:3][CH:2]1[O:7][CH2:8][CH2:9][C:10]1[O:14][N:13]=[C:12]([C:15]([OH:17])=[O:16])[CH:11]=1. The catalyst class is: 1. (5) Reactant: [CH:1]1([C@@H:5]([NH:7][S:8]([C:10]([CH3:13])([CH3:12])[CH3:11])=[O:9])[CH3:6])[CH2:4][CH2:3][CH2:2]1.[H-].[Na+].Br[CH2:17][C:18]1[CH:23]=[CH:22][C:21]([CH3:24])=[CH:20][CH:19]=1. Product: [CH:1]1([C@@H:5]([N:7]([CH2:17][C:18]2[CH:23]=[CH:22][C:21]([CH3:24])=[CH:20][CH:19]=2)[S:8]([C:10]([CH3:12])([CH3:11])[CH3:13])=[O:9])[CH3:6])[CH2:4][CH2:3][CH2:2]1. The catalyst class is: 3. (6) Reactant: Cl.[NH2:2][C@H:3]([C:8]1[CH:13]=[C:12]([C:14]([CH3:20])([CH3:19])[C:15]([F:18])([F:17])[F:16])[CH:11]=[C:10]([Cl:21])[CH:9]=1)[CH2:4][C:5]([OH:7])=[O:6].[CH2:22](OCC)[CH3:23]. Product: [ClH:21].[NH2:2][C@H:3]([C:8]1[CH:13]=[C:12]([C:14]([CH3:19])([CH3:20])[C:15]([F:16])([F:17])[F:18])[CH:11]=[C:10]([Cl:21])[CH:9]=1)[CH2:4][C:5]([O:7][CH2:22][CH3:23])=[O:6]. The catalyst class is: 8. (7) Reactant: [Cl:1][C:2]1[CH:7]=[CH:6][CH:5]=[CH:4][C:3]=1[C:8]1[N:12]=[C:11]([NH2:13])[NH:10][N:9]=1.[NH:14]1[C:18]2[CH:19]=[CH:20][C:21]([C:23](=O)[CH2:24][C:25](OCC)=[O:26])=[CH:22][C:17]=2[N:16]=[N:15]1.CC1C=CC(S(O)(=O)=O)=CC=1. Product: [NH:16]1[C:17]2[CH:22]=[C:21]([C:23]3[NH:13][C:11]4[N:10]([N:9]=[C:8]([C:3]5[CH:4]=[CH:5][CH:6]=[CH:7][C:2]=5[Cl:1])[N:12]=4)[C:25](=[O:26])[CH:24]=3)[CH:20]=[CH:19][C:18]=2[N:14]=[N:15]1. The catalyst class is: 51.